Predict the reactants needed to synthesize the given product. From a dataset of Full USPTO retrosynthesis dataset with 1.9M reactions from patents (1976-2016). (1) Given the product [CH3:1][S:2][C:3]1[CH:8]=[CH:7][C:6]([NH:9][C:10](=[O:11])[O:12][C:13]([CH3:16])([CH3:15])[CH3:14])=[CH:5][CH:4]=1, predict the reactants needed to synthesize it. The reactants are: [CH3:1][S:2][C:3]1[CH:8]=[CH:7][C:6]([NH2:9])=[CH:5][CH:4]=1.[C:10](O[C:10]([O:12][C:13]([CH3:16])([CH3:15])[CH3:14])=[O:11])([O:12][C:13]([CH3:16])([CH3:15])[CH3:14])=[O:11]. (2) The reactants are: [F:1][C:2]([F:29])([F:28])[C:3]1[CH:27]=[CH:26][C:6]([CH2:7][N:8]2[C:24](=[O:25])[N:11]3[N:12]=[CH:13][C:14](Cl)=[C:15]([C:16]4[CH:21]=[CH:20][C:19]([Cl:22])=[CH:18][CH:17]=4)[C:10]3=[N:9]2)=[CH:5][CH:4]=1.[C:30]1([OH:36])[CH:35]=[CH:34][CH:33]=[CH:32][CH:31]=1.C([O-])([O-])=O.[K+].[K+]. Given the product [F:1][C:2]([F:28])([F:29])[C:3]1[CH:4]=[CH:5][C:6]([CH2:7][N:8]2[C:24](=[O:25])[N:11]3[N:12]=[CH:13][C:14]([O:36][C:30]4[CH:35]=[CH:34][CH:33]=[CH:32][CH:31]=4)=[C:15]([C:16]4[CH:21]=[CH:20][C:19]([Cl:22])=[CH:18][CH:17]=4)[C:10]3=[N:9]2)=[CH:26][CH:27]=1.[Cl:22][C:19]1[CH:18]=[CH:17][C:16]([C:15]2[C:10]3[N:11]([C:24](=[O:25])[NH:8][N:9]=3)[N:12]=[CH:13][C:14]=2[O:36][C:30]2[CH:35]=[CH:34][CH:33]=[CH:32][CH:31]=2)=[CH:21][CH:20]=1, predict the reactants needed to synthesize it. (3) Given the product [CH2:20]([O:22][C:23]1[N:8]([C:9]2[C:10]([CH3:19])=[C:11]([CH:16]=[CH:17][CH:18]=2)[C:12]([O:14][CH3:15])=[O:13])[C:3]2[CH:4]=[CH:5][CH:6]=[CH:7][C:2]=2[N:1]=1)[CH3:21], predict the reactants needed to synthesize it. The reactants are: [NH2:1][C:2]1[CH:7]=[CH:6][CH:5]=[CH:4][C:3]=1[NH:8][C:9]1[C:10]([CH3:19])=[C:11]([CH:16]=[CH:17][CH:18]=1)[C:12]([O:14][CH3:15])=[O:13].[CH2:20]([O:22][C:23](OCC)(OCC)OCC)[CH3:21]. (4) Given the product [C:15]([C:4]1[CH:5]=[C:6]2[C:10](=[C:2]([C:21]3[CH:20]=[CH:19][C:18]([F:17])=[CH:23][C:22]=3[F:24])[CH:3]=1)[N:9]([CH3:11])[C:8]([C:12]([NH2:14])=[O:13])=[CH:7]2)#[N:16], predict the reactants needed to synthesize it. The reactants are: Br[C:2]1[CH:3]=[C:4]([C:15]#[N:16])[CH:5]=[C:6]2[C:10]=1[N:9]([CH3:11])[C:8]([C:12]([NH2:14])=[O:13])=[CH:7]2.[F:17][C:18]1[CH:23]=[C:22]([F:24])[CH:21]=[CH:20][C:19]=1B(O)O. (5) Given the product [Br:12][C:13]1[CH:18]=[C:17]([CH2:19][O:11][CH2:10][CH2:9][N:3]2[CH2:8][CH2:7][O:6][CH2:5][CH2:4]2)[CH:16]=[N:15][CH:14]=1, predict the reactants needed to synthesize it. The reactants are: [H-].[Na+].[N:3]1([CH2:9][CH2:10][OH:11])[CH2:8][CH2:7][O:6][CH2:5][CH2:4]1.[Br:12][C:13]1[CH:14]=[N:15][CH:16]=[C:17]([CH2:19]Cl)[CH:18]=1.